From a dataset of Reaction yield outcomes from USPTO patents with 853,638 reactions. Predict the reaction yield, written as a fraction of the theoretical maximum amount of product (1.0 means a 100% yield; for example, 0.34 means a 34% yield). The reactants are [C:1]1([Mg]Br)[CH:6]=[CH:5][CH:4]=[CH:3][CH:2]=1.[N:9]12[CH2:16][CH2:15][CH:12]([CH2:13][CH2:14]1)[C@@H:11]([O:17][C:18](=[O:26])[C:19](=[O:25])[C:20]1[O:21][CH:22]=[CH:23][CH:24]=1)[CH2:10]2.[Cl-].[NH4+].CCOCC. The catalyst is C1COCC1.N#N. The product is [N:9]12[CH2:16][CH2:15][CH:12]([CH2:13][CH2:14]1)[C@@H:11]([O:17][C:18](=[O:26])[C:19]([C:20]1[O:21][CH:22]=[CH:23][CH:24]=1)([OH:25])[C:1]1[CH:6]=[CH:5][CH:4]=[CH:3][CH:2]=1)[CH2:10]2. The yield is 0.400.